From a dataset of NCI-60 drug combinations with 297,098 pairs across 59 cell lines. Regression. Given two drug SMILES strings and cell line genomic features, predict the synergy score measuring deviation from expected non-interaction effect. (1) Drug 1: C1=CC(=CC=C1CCCC(=O)O)N(CCCl)CCCl. Drug 2: C1=CN(C=N1)CC(O)(P(=O)(O)O)P(=O)(O)O. Cell line: SR. Synergy scores: CSS=25.3, Synergy_ZIP=-11.2, Synergy_Bliss=-21.8, Synergy_Loewe=-26.9, Synergy_HSA=-19.0. (2) Drug 1: CC1C(C(CC(O1)OC2CC(CC3=C2C(=C4C(=C3O)C(=O)C5=C(C4=O)C(=CC=C5)OC)O)(C(=O)C)O)N)O.Cl. Drug 2: C(CC(=O)O)C(=O)CN.Cl. Cell line: PC-3. Synergy scores: CSS=13.9, Synergy_ZIP=-4.78, Synergy_Bliss=-5.19, Synergy_Loewe=-3.35, Synergy_HSA=-2.94. (3) Drug 1: CCC1(C2=C(COC1=O)C(=O)N3CC4=CC5=C(C=CC(=C5CN(C)C)O)N=C4C3=C2)O.Cl. Drug 2: COCCOC1=C(C=C2C(=C1)C(=NC=N2)NC3=CC=CC(=C3)C#C)OCCOC.Cl. Cell line: NCI-H460. Synergy scores: CSS=35.8, Synergy_ZIP=1.66, Synergy_Bliss=5.45, Synergy_Loewe=-48.0, Synergy_HSA=5.92. (4) Drug 1: CC(CN1CC(=O)NC(=O)C1)N2CC(=O)NC(=O)C2. Drug 2: C1CN1P(=S)(N2CC2)N3CC3. Cell line: NCI-H226. Synergy scores: CSS=7.87, Synergy_ZIP=-2.87, Synergy_Bliss=-1.10, Synergy_Loewe=-1.16, Synergy_HSA=-0.691. (5) Drug 1: CN1CCC(CC1)COC2=C(C=C3C(=C2)N=CN=C3NC4=C(C=C(C=C4)Br)F)OC. Drug 2: CCN(CC)CCCC(C)NC1=C2C=C(C=CC2=NC3=C1C=CC(=C3)Cl)OC. Cell line: NCI-H522. Synergy scores: CSS=23.9, Synergy_ZIP=-7.58, Synergy_Bliss=-2.76, Synergy_Loewe=-6.61, Synergy_HSA=-1.78.